From a dataset of Peptide-MHC class II binding affinity with 134,281 pairs from IEDB. Regression. Given a peptide amino acid sequence and an MHC pseudo amino acid sequence, predict their binding affinity value. This is MHC class II binding data. (1) The peptide sequence is GELQIVDKIDAAFKA. The MHC is DRB1_1201 with pseudo-sequence DRB1_1201. The binding affinity (normalized) is 0.416. (2) The peptide sequence is DVLFRLENHAETLRA. The MHC is DRB1_1201 with pseudo-sequence DRB1_1201. The binding affinity (normalized) is 0.600. (3) The peptide sequence is ILDGLQTDELCPCNRAIGGATL. The MHC is HLA-DQA10301-DQB10302 with pseudo-sequence HLA-DQA10301-DQB10302. The binding affinity (normalized) is 0. (4) The peptide sequence is CAKSMSLFEVDQTKI. The MHC is DRB1_0401 with pseudo-sequence DRB1_0401. The binding affinity (normalized) is 0.230. (5) The peptide sequence is YQNPTTYISVGTSTLNQ. The MHC is DRB1_0405 with pseudo-sequence DRB1_0405. The binding affinity (normalized) is 0.663. (6) The peptide sequence is TDIAEMGANLCVERV. The MHC is DRB3_0202 with pseudo-sequence DRB3_0202. The binding affinity (normalized) is 0.